Dataset: Catalyst prediction with 721,799 reactions and 888 catalyst types from USPTO. Task: Predict which catalyst facilitates the given reaction. (1) Reactant: [N+:1]([C:4]1[O:8][C:7]([C:9](Cl)=[O:10])=[CH:6][CH:5]=1)([O-:3])=[O:2].[C:12]([N:19]1[CH2:24][CH2:23][NH:22][CH2:21][CH2:20]1)([O:14][C:15]([CH3:18])([CH3:17])[CH3:16])=[O:13].C(OCC)(=O)C. Product: [C:15]([O:14][C:12]([N:19]1[CH2:24][CH2:23][N:22]([C:9]([C:7]2[O:8][C:4]([N+:1]([O-:3])=[O:2])=[CH:5][CH:6]=2)=[O:10])[CH2:21][CH2:20]1)=[O:13])([CH3:18])([CH3:16])[CH3:17]. The catalyst class is: 624. (2) Reactant: C([O:5][C:6](=[O:41])[CH2:7][O:8][C:9]1[CH:14]=[CH:13][C:12]([CH2:15][CH2:16][C:17]([N:19]2[CH2:40][CH2:39][C:22]3([NH:26]/[C:25](=[N:27]/[C:28]([C:30]4[C:35]([NH2:36])=[N:34][C:33]([NH2:37])=[C:32]([Cl:38])[N:31]=4)=[O:29])/[NH:24][CH2:23]3)[CH2:21][CH2:20]2)=[O:18])=[CH:11][CH:10]=1)(C)(C)C.[ClH:42]. Product: [NH2:36][C:35]1[C:30]([C:28](/[N:27]=[C:25]2/[NH:26][C:22]3([CH2:39][CH2:40][N:19]([C:17](=[O:18])[CH2:16][CH2:15][C:12]4[CH:11]=[CH:10][C:9]([O:8][CH2:7][C:6]([OH:41])=[O:5])=[CH:14][CH:13]=4)[CH2:20][CH2:21]3)[CH2:23][NH:24]/2)=[O:29])=[N:31][C:32]([Cl:38])=[C:33]([NH2:37])[N:34]=1.[ClH:42]. The catalyst class is: 12. (3) Reactant: [F:1][C:2]1[CH:7]=[CH:6][CH:5]=[C:4]([F:8])[C:3]=1[N:9]1[C:14]2[N:15]=[C:16](S(C)(=O)=O)[N:17]=[C:18]([C:19]3[CH:20]=[C:21]([NH:26][C:27](=[O:36])[C:28]4[CH:33]=[CH:32][C:31]([CH3:34])=[C:30]([F:35])[CH:29]=4)[CH:22]=[CH:23][C:24]=3[CH3:25])[C:13]=2[CH2:12][NH:11][C:10]1=[O:41].[NH2:42][CH:43]1[CH2:48][CH2:47][N:46]([C:49]([O:51][C:52]([CH3:55])([CH3:54])[CH3:53])=[O:50])[CH2:45][CH2:44]1.C(N(CC)CC)C.O1CCOCC1. Product: [F:1][C:2]1[CH:7]=[CH:6][CH:5]=[C:4]([F:8])[C:3]=1[N:9]1[C:14]2[N:15]=[C:16]([NH:42][CH:43]3[CH2:44][CH2:45][N:46]([C:49]([O:51][C:52]([CH3:55])([CH3:54])[CH3:53])=[O:50])[CH2:47][CH2:48]3)[N:17]=[C:18]([C:19]3[CH:20]=[C:21]([NH:26][C:27]([C:28]4[CH:33]=[CH:32][C:31]([CH3:34])=[C:30]([F:35])[CH:29]=4)=[O:36])[CH:22]=[CH:23][C:24]=3[CH3:25])[C:13]=2[CH2:12][NH:11][C:10]1=[O:41]. The catalyst class is: 49. (4) Reactant: [C:1]([NH:5][C:6]1[C:15]2[C:10](=[CH:11][CH:12]=[C:13]([C:16]3[CH:21]=[CH:20][C:19]([F:22])=[CH:18][C:17]=3[F:23])[CH:14]=2)[N:9]=[C:8]([C:24]2[CH:25]=[N:26][CH:27]=[CH:28][CH:29]=2)[N:7]=1)([CH3:4])([CH3:3])[CH3:2].[CH3:30][S:31]([OH:34])(=[O:33])=[O:32]. Product: [CH3:30][S:31]([OH:34])(=[O:33])=[O:32].[C:1]([NH:5][C:6]1[C:15]2[C:10](=[CH:11][CH:12]=[C:13]([C:16]3[CH:21]=[CH:20][C:19]([F:22])=[CH:18][C:17]=3[F:23])[CH:14]=2)[N:9]=[C:8]([C:24]2[CH:25]=[N:26][CH:27]=[CH:28][CH:29]=2)[N:7]=1)([CH3:4])([CH3:2])[CH3:3]. The catalyst class is: 61. (5) Reactant: [CH:1]1([C:6]([C:8]2[CH:13]=[C:12]([O:14][CH2:15][C:16]3[CH:21]=[CH:20][C:19]([O:22][CH3:23])=[CH:18][CH:17]=3)[CH:11]=[CH:10][C:9]=2[C:24]2[CH:29]=[C:28]([O:30][CH3:31])[CH:27]=[CH:26][C:25]=2[F:32])=[O:7])[CH2:5][CH2:4][CH2:3][CH2:2]1.[CH3:33][Si]([N-][Si](C)(C)C)(C)C.[Li+].IC.[Cl-].[NH4+]. Product: [F:32][C:25]1[CH:26]=[CH:27][C:28]([O:30][CH3:31])=[CH:29][C:24]=1[C:9]1[CH:10]=[CH:11][C:12]([O:14][CH2:15][C:16]2[CH:21]=[CH:20][C:19]([O:22][CH3:23])=[CH:18][CH:17]=2)=[CH:13][C:8]=1[C:6]([C:1]1([CH3:33])[CH2:5][CH2:4][CH2:3][CH2:2]1)=[O:7]. The catalyst class is: 1. (6) The catalyst class is: 2. Product: [C:1]([N:8]1[CH2:13][CH2:12][CH2:11][CH:10]([CH2:14][N:15]([C:16]2[CH:21]=[CH:20][CH:19]=[CH:18][CH:17]=2)[C:31](=[O:34])[CH2:32][CH3:33])[CH2:9]1)([O:3][C:4]([CH3:6])([CH3:7])[CH3:5])=[O:2]. Reactant: [C:1]([N:8]1[CH2:13][CH2:12][CH2:11][CH:10]([CH2:14][NH:15][C:16]2[CH:21]=[CH:20][CH:19]=[CH:18][CH:17]=2)[CH2:9]1)([O:3][C:4]([CH3:7])([CH3:6])[CH3:5])=[O:2].C(N(CC)C(C)C)(C)C.[C:31](Cl)(=[O:34])[CH2:32][CH3:33]. (7) Reactant: C([O:3][C:4](=[O:24])[CH2:5][O:6][CH:7]1[C:15]2[C:10](=[CH:11][CH:12]=[CH:13][CH:14]=2)[C:9](=[O:16])[N:8]1[CH2:17][C:18]1[CH:23]=[CH:22][CH:21]=[CH:20][CH:19]=1)C.C(=O)([O-])[O-].[K+].[K+].Cl. Product: [CH2:17]([N:8]1[C:9](=[O:16])[C:10]2[C:15](=[CH:14][CH:13]=[CH:12][CH:11]=2)[CH:7]1[O:6][CH2:5][C:4]([OH:24])=[O:3])[C:18]1[CH:19]=[CH:20][CH:21]=[CH:22][CH:23]=1. The catalyst class is: 24.